From a dataset of Full USPTO retrosynthesis dataset with 1.9M reactions from patents (1976-2016). Predict the reactants needed to synthesize the given product. (1) Given the product [C:26]1([N:31]2[C:35]3[CH:36]=[CH:37][CH:38]=[CH:39][C:34]=3[N:33]([CH2:40][CH2:41][C@H:42]3[N:47]([C:19]([C:11]4[N:10]=[CH:9][N:8]([C@@H:3]5[CH2:4][CH2:5][CH2:6][CH2:7][C@@:2]5([OH:1])[CH2:22][O:23][CH3:24])[C:12]=4[C:13]4[CH:18]=[CH:17][CH:16]=[CH:15][CH:14]=4)=[O:21])[CH2:46][CH2:45][N:44]([C:48]([O:50][CH2:51][C:52]4[CH:53]=[CH:54][CH:55]=[CH:56][CH:57]=4)=[O:49])[CH2:43]3)[C:32]2=[O:58])[CH2:30][CH2:29][CH2:28][CH:27]=1, predict the reactants needed to synthesize it. The reactants are: [OH:1][C@@:2]1([CH2:22][O:23][CH3:24])[CH2:7][CH2:6][CH2:5][CH2:4][C@H:3]1[N:8]1[C:12]([C:13]2[CH:18]=[CH:17][CH:16]=[CH:15][CH:14]=2)=[C:11]([C:19]([OH:21])=O)[N:10]=[CH:9]1.Cl.[C:26]1([N:31]2[C:35]3[CH:36]=[CH:37][CH:38]=[CH:39][C:34]=3[N:33]([CH2:40][CH2:41][C@H:42]3[NH:47][CH2:46][CH2:45][N:44]([C:48]([O:50][CH2:51][C:52]4[CH:57]=[CH:56][CH:55]=[CH:54][CH:53]=4)=[O:49])[CH2:43]3)[C:32]2=[O:58])[CH2:30][CH2:29][CH2:28][CH:27]=1.CCN=C=NCCCN(C)C.Cl.C1C=CC2N(O)N=NC=2C=1. (2) Given the product [CH2:1]([O:8][C:9]1[C:17]([O:18][CH2:19][C:20]2[CH:25]=[CH:24][CH:23]=[CH:22][CH:21]=2)=[CH:16][CH:15]=[CH:14][C:10]=1[C:11]#[N:13])[C:2]1[CH:3]=[CH:4][CH:5]=[CH:6][CH:7]=1, predict the reactants needed to synthesize it. The reactants are: [CH2:1]([O:8][C:9]1[C:17]([O:18][CH2:19][C:20]2[CH:25]=[CH:24][CH:23]=[CH:22][CH:21]=2)=[CH:16][CH:15]=[CH:14][C:10]=1[C:11]([NH2:13])=O)[C:2]1[CH:7]=[CH:6][CH:5]=[CH:4][CH:3]=1.CCCCCC. (3) Given the product [CH3:1][C:2]1[CH:3]=[C:4]2[C:8](=[CH:9][C:10]=1[CH3:11])[C:7](=[O:12])[N:6]([C:13]1[CH:18]=[CH:17][CH:16]=[C:15]([F:19])[CH:14]=1)[CH:5]2[CH2:20][C:21]([N:28]1[CH2:29][CH2:30][N:25]([CH3:24])[CH2:26][CH2:27]1)=[O:23], predict the reactants needed to synthesize it. The reactants are: [CH3:1][C:2]1[CH:3]=[C:4]2[C:8](=[CH:9][C:10]=1[CH3:11])[C:7](=[O:12])[N:6]([C:13]1[CH:18]=[CH:17][CH:16]=[C:15]([F:19])[CH:14]=1)[CH:5]2[CH2:20][C:21]([OH:23])=O.[CH3:24][N:25]1[CH2:30][CH2:29][NH:28][CH2:27][CH2:26]1.Cl.C(N=C=NCCCN(C)C)C.O.ON1C2C=CC=CC=2N=N1. (4) Given the product [C:9]([C:11]1[S:19][C:14]2=[CH:15][N:16]=[CH:17][CH:18]=[C:13]2[C:12]=1[NH:20][C:21](=[O:27])[O:22][C:23]([CH3:24])([CH3:25])[CH3:26])(=[O:10])[CH2:1][CH2:2][CH3:3], predict the reactants needed to synthesize it. The reactants are: [CH2:1]([Mg]Br)[CH2:2][CH3:3].CON(C)[C:9]([C:11]1[S:19][C:14]2=[CH:15][N:16]=[CH:17][CH:18]=[C:13]2[C:12]=1[NH:20][C:21](=[O:27])[O:22][C:23]([CH3:26])([CH3:25])[CH3:24])=[O:10]. (5) Given the product [CH3:15][O:16][C:17]1[CH:18]=[C:19]([C:2]2[C:7]([NH2:8])=[CH:6][C:5]([N:9]3[CH2:14][CH2:13][O:12][CH2:11][CH2:10]3)=[CH:4][N:3]=2)[CH:20]=[N:21][CH:22]=1, predict the reactants needed to synthesize it. The reactants are: Cl[C:2]1[C:7]([NH2:8])=[CH:6][C:5]([N:9]2[CH2:14][CH2:13][O:12][CH2:11][CH2:10]2)=[CH:4][N:3]=1.[CH3:15][O:16][C:17]1[CH:18]=[C:19](B(O)O)[CH:20]=[N:21][CH:22]=1.C1(P(C2CCCCC2)C2CCCCC2)CCCCC1.[O-]P([O-])([O-])=O.[K+].[K+].[K+].